From a dataset of Reaction yield outcomes from USPTO patents with 853,638 reactions. Predict the reaction yield, written as a fraction of the theoretical maximum amount of product (1.0 means a 100% yield; for example, 0.34 means a 34% yield). (1) The reactants are [CH3:1][N:2]1[CH2:12][CH2:11][C:5]2([S:9][CH2:8][C:7](=[O:10])[NH:6]2)[CH2:4][CH2:3]1.C=O.[NH:15]1[CH2:19][CH2:18][CH2:17][CH2:16]1.[C:20]1(C)C=CC=CC=1. The catalyst is C(O)C. The product is [CH3:1][N:2]1[CH2:12][CH2:11][C:5]2([S:9][CH2:8][C:7](=[O:10])[N:6]2[CH2:20][N:15]2[CH2:19][CH2:18][CH2:17][CH2:16]2)[CH2:4][CH2:3]1. The yield is 0.630. (2) The reactants are C(OC(=O)[NH:7][C@:8]1([C:20]2[CH:25]=[CH:24][CH:23]=[CH:22][C:21]=2[F:26])[C@H:12]([CH:13]([OH:18])[C:14]([F:17])([F:16])[F:15])[C@@H:11]([CH3:19])[O:10][CH2:9]1)(C)(C)C.C(O)(C(F)(F)F)=O. The catalyst is C(Cl)Cl. The product is [NH2:7][C@@:8]1([C:20]2[CH:25]=[CH:24][CH:23]=[CH:22][C:21]=2[F:26])[CH2:9][O:10][C@H:11]([CH3:19])[C@H:12]1[CH:13]([OH:18])[C:14]([F:17])([F:15])[F:16]. The yield is 0.860. (3) The reactants are [Br:1][C:2]1[CH:3]=[C:4]([N+:29]([O-])=O)[C:5]([CH:8](C(OCC2C=CC=CC=2)=O)[C:9](OCC2C=CC=CC=2)=[O:10])=[N:6][CH:7]=1. The catalyst is C(O)(=O)C.[Fe]. The product is [Br:1][C:2]1[CH:3]=[C:4]2[NH:29][C:9](=[O:10])[CH2:8][C:5]2=[N:6][CH:7]=1. The yield is 0.540. (4) The reactants are Cl[C:2]1[N:7]=[C:6]([CH3:8])[C:5]([CH:9]([CH2:14][CH2:15][CH3:16])[C:10]([O:12][CH3:13])=[O:11])=[C:4]([C:17]2[CH:22]=[CH:21][CH:20]=[CH:19][CH:18]=2)[N:3]=1.[Cl:23][C:24]1[CH:29]=[CH:28][CH:27]=[CH:26][C:25]=1B(O)O.C(N(CC)C(C)C)(C)C. The catalyst is COCCOC.O.C1C=CC([P]([Pd]([P](C2C=CC=CC=2)(C2C=CC=CC=2)C2C=CC=CC=2)([P](C2C=CC=CC=2)(C2C=CC=CC=2)C2C=CC=CC=2)[P](C2C=CC=CC=2)(C2C=CC=CC=2)C2C=CC=CC=2)(C2C=CC=CC=2)C2C=CC=CC=2)=CC=1. The product is [Cl:23][C:24]1[CH:29]=[CH:28][CH:27]=[CH:26][C:25]=1[C:2]1[N:7]=[C:6]([CH3:8])[C:5]([CH:9]([CH2:14][CH2:15][CH3:16])[C:10]([O:12][CH3:13])=[O:11])=[C:4]([C:17]2[CH:22]=[CH:21][CH:20]=[CH:19][CH:18]=2)[N:3]=1. The yield is 0.660. (5) The reactants are Cl[C:2]1[CH:3]=[C:4]([C:9]2[N:13]3[CH:14]=[CH:15][C:16]([C:19]([OH:22])([CH3:21])[CH3:20])=[C:17]([F:18])[C:12]3=[N:11][CH:10]=2)[CH:5]=[CH:6][C:7]=1[F:8].CC1(C)COB([C:30]2[CH:31]=[CH:32][C:33]([F:38])=[C:34]([CH:37]=2)[C:35]#[N:36])OC1. No catalyst specified. The product is [F:38][C:33]1[CH:32]=[CH:31][C:30]([C:2]2[CH:3]=[C:4]([C:9]3[N:13]4[CH:14]=[CH:15][C:16]([C:19]([OH:22])([CH3:21])[CH3:20])=[C:17]([F:18])[C:12]4=[N:11][CH:10]=3)[CH:5]=[CH:6][C:7]=2[F:8])=[CH:37][C:34]=1[C:35]#[N:36]. The yield is 0.0500. (6) The reactants are Cl.[C:2]1([CH:8]2[CH2:13][CH2:12][NH:11][CH2:10][CH2:9]2)[CH:7]=[CH:6][CH:5]=[CH:4][CH:3]=1.Br[CH2:15][CH2:16][CH2:17][CH2:18][CH2:19][CH2:20][N:21]1[C:25](=[O:26])[C:24]2=[CH:27][CH:28]=[CH:29][CH:30]=[C:23]2[C:22]1=[O:31].C(N(CC)C(C)C)(C)C. The catalyst is [I-].C([N+](CCCC)(CCCC)CCCC)CCC.O1CCOCC1. The product is [C:2]1([CH:8]2[CH2:9][CH2:10][N:11]([CH2:15][CH2:16][CH2:17][CH2:18][CH2:19][CH2:20][N:21]3[C:22](=[O:31])[C:23]4[C:24](=[CH:27][CH:28]=[CH:29][CH:30]=4)[C:25]3=[O:26])[CH2:12][CH2:13]2)[CH:7]=[CH:6][CH:5]=[CH:4][CH:3]=1. The yield is 0.770. (7) The reactants are [C:1]1([C@@H:7]([NH:9][C:10]2[N:15]=[C:14]([N:16]3[C:20]4[CH:21]=[CH:22][C:23]([NH2:25])=[CH:24][C:19]=4[N:18]=[CH:17]3)[CH:13]=[N:12][CH:11]=2)[CH3:8])[CH:6]=[CH:5][CH:4]=[CH:3][CH:2]=1.[C:26](Cl)(=[O:33])[C:27]1[CH:32]=[CH:31][CH:30]=[CH:29][CH:28]=1. No catalyst specified. The product is [C:1]1([C@@H:7]([NH:9][C:10]2[N:15]=[C:14]([N:16]3[C:20]4[CH:21]=[CH:22][C:23]([NH:25][C:26](=[O:33])[C:27]5[CH:32]=[CH:31][CH:30]=[CH:29][CH:28]=5)=[CH:24][C:19]=4[N:18]=[CH:17]3)[CH:13]=[N:12][CH:11]=2)[CH3:8])[CH:6]=[CH:5][CH:4]=[CH:3][CH:2]=1. The yield is 0.530.